From a dataset of Full USPTO retrosynthesis dataset with 1.9M reactions from patents (1976-2016). Predict the reactants needed to synthesize the given product. (1) The reactants are: [CH3:1][C:2]([N:6]1[CH2:10][CH2:9][CH2:8][CH:7]1[CH3:11])([CH3:5])[C:3]#[N:4].[C:12]1([Li])[CH:17]=[CH:16][CH:15]=[CH:14][CH:13]=1.C(=O)([O-])O.[Na+].[BH4-].[Na+]. Given the product [CH3:5][C:2]([N:6]1[CH2:10][CH2:9][CH2:8][CH:7]1[CH3:11])([CH3:1])[CH:3]([NH2:4])[C:12]1[CH:17]=[CH:16][CH:15]=[CH:14][CH:13]=1, predict the reactants needed to synthesize it. (2) Given the product [C:1]([O:5][C:15]1[CH:16]=[CH:17][C:12]([C:6]2[CH:11]=[CH:10][CH:9]=[CH:8][CH:7]=2)=[CH:13][CH:14]=1)(=[O:4])[C:2]#[CH:3], predict the reactants needed to synthesize it. The reactants are: [C:1]([OH:5])(=[O:4])[C:2]#[CH:3].[C:6]1([C:12]2[CH:17]=[CH:16][C:15](O)=[CH:14][CH:13]=2)[CH:11]=[CH:10][CH:9]=[CH:8][CH:7]=1.C1(N=C=NC2CCCCC2)CCCCC1. (3) The reactants are: B(Br)(Br)Br.[Br:5][C:6]1[CH:29]=[C:28]([O:30]C)[C:27]([O:32]C)=[CH:26][C:7]=1[CH:8]=[C:9]1[C:13](=[O:14])[N:12]([C:15]2[CH:20]=[C:19]([Cl:21])[CH:18]=[C:17]([Cl:22])[CH:16]=2)[N:11]=[C:10]1[CH:23]([CH3:25])[CH3:24].O. Given the product [Br:5][C:6]1[CH:29]=[C:28]([OH:30])[C:27]([OH:32])=[CH:26][C:7]=1[CH:8]=[C:9]1[C:13](=[O:14])[N:12]([C:15]2[CH:16]=[C:17]([Cl:22])[CH:18]=[C:19]([Cl:21])[CH:20]=2)[N:11]=[C:10]1[CH:23]([CH3:25])[CH3:24], predict the reactants needed to synthesize it. (4) Given the product [CH3:9][NH:11][C@@H:12]([C:14]1[CH:23]=[CH:22][C:21]2[C:16](=[CH:17][CH:18]=[CH:19][CH:20]=2)[CH:15]=1)[CH3:13], predict the reactants needed to synthesize it. The reactants are: [H-].[Al+3].[Li+].[H-].[H-].[H-].CO[C:9]([NH:11][C@@H:12]([C:14]1[CH:23]=[CH:22][C:21]2[C:16](=[CH:17][CH:18]=[CH:19][CH:20]=2)[CH:15]=1)[CH3:13])=O. (5) The reactants are: Br[C:2]1[CH:3]=[N:4][C:5]([N:8]2[C:16]3[C:11](=[CH:12][CH:13]=[C:14]([C:17]([N:19]4[CH2:24][CH2:23][O:22][CH2:21][CH2:20]4)=[O:18])[CH:15]=3)[C:10]([S:25]([CH3:27])=[O:26])=[CH:9]2)=[N:6][CH:7]=1.[F:28][C:29]1[CH:34]=[CH:33][C:32]([OH:35])=[CH:31][C:30]=1B(O)O.[F-].[K+]. Given the product [F:28][C:29]1[CH:34]=[CH:33][C:32]([OH:35])=[CH:31][C:30]=1[C:2]1[CH:3]=[N:4][C:5]([N:8]2[C:16]3[C:11](=[CH:12][CH:13]=[C:14]([C:17]([N:19]4[CH2:24][CH2:23][O:22][CH2:21][CH2:20]4)=[O:18])[CH:15]=3)[C:10]([S:25]([CH3:27])=[O:26])=[CH:9]2)=[N:6][CH:7]=1, predict the reactants needed to synthesize it.